Task: Predict the product of the given reaction.. Dataset: Forward reaction prediction with 1.9M reactions from USPTO patents (1976-2016) (1) The product is: [CH3:26][O:25][CH2:24][CH2:23][NH:22][CH2:20][C:16]1[CH:15]=[C:14]([O:13][C:12]2[CH:11]=[CH:10][C:9]([NH:8][C:6]3[CH:5]=[C:4]([C:29]4[CH:34]=[CH:33][CH:32]=[CH:31][CH:30]=4)[N:3]=[C:2]([NH2:1])[N:7]=3)=[CH:28][CH:27]=2)[CH:19]=[CH:18][N:17]=1. Given the reactants [NH2:1][C:2]1[N:7]=[C:6]([NH:8][C:9]2[CH:28]=[CH:27][C:12]([O:13][C:14]3[CH:19]=[CH:18][N:17]=[C:16]([C:20]([NH:22][CH2:23][CH2:24][O:25][CH3:26])=O)[CH:15]=3)=[CH:11][CH:10]=2)[CH:5]=[C:4]([C:29]2[CH:34]=[CH:33][CH:32]=[CH:31][CH:30]=2)[N:3]=1.[H-].[Al+3].[Li+].[H-].[H-].[H-].[H][H], predict the reaction product. (2) Given the reactants [CH3:1][C:2](=[O:7])/[CH:3]=[CH:4]/[CH2:5][CH3:6].[Si:8](OS(C(F)(F)F)(=O)=O)([CH2:13][CH3:14])([CH2:11][CH3:12])[CH2:9][CH3:10].CCN(CC)CC, predict the reaction product. The product is: [CH2:9]([Si:8]([CH2:13][CH3:14])([CH2:11][CH3:12])[O:7][C:2](/[CH:3]=[CH:4]/[CH2:5][CH3:6])=[CH2:1])[CH3:10]. (3) Given the reactants C1COC23OCCOC2([C@]2(CC[C@H]4[C@@H](C[C@@H](C)C5[C@]4(C)CCCC5)[C@@H]2C3)C)O1.[C:29]([C@@H:31]1[CH:48]2[C@:43]([CH3:50])([CH2:44][CH2:45][C:46](=[O:49])[CH2:47]2)[C@@H:42]2[C@H:33]([C@H:34]3[C@@:38]([CH2:40][CH2:41]2)([CH3:39])[C:37](=[O:51])[CH2:36][CH2:35]3)[CH2:32]1)#N, predict the reaction product. The product is: [CH3:29][C@H:31]1[CH:48]2[C@:43]([CH3:50])([CH2:44][CH2:45][C:46](=[O:49])[CH2:47]2)[C@@H:42]2[C@H:33]([C@H:34]3[C@@:38]([CH2:40][CH2:41]2)([CH3:39])[C:37](=[O:51])[CH2:36][CH2:35]3)[CH2:32]1. (4) Given the reactants FC1C=C2C(C(I)=CN2S(C2C=CC=CC=2)(=O)=O)=CC=1.C1(S([N:30]2[C:38]3[C:33](=[CH:34][CH:35]=[CH:36][CH:37]=3)[C:32]([C:39]3[CH:47]=[CH:46][C:42]4[N:43]=[CH:44][O:45][C:41]=4[CH:40]=3)=[CH:31]2)(=O)=O)C=CC=CC=1, predict the reaction product. The product is: [NH:30]1[C:38]2[C:33](=[CH:34][CH:35]=[CH:36][CH:37]=2)[C:32]([C:39]2[CH:47]=[CH:46][C:42]3[N:43]=[CH:44][O:45][C:41]=3[CH:40]=2)=[CH:31]1. (5) Given the reactants [C:1]([CH2:3][CH2:4][N:5]([CH2:10][CH2:11][CH2:12][CH2:13][CH2:14][CH2:15][CH2:16][CH2:17][CH2:18][CH2:19][CH2:20][CH3:21])[CH2:6][CH2:7][C:8]#[N:9])#[N:2].[H][H], predict the reaction product. The product is: [NH2:2][CH2:1][CH2:3][CH2:4][N:5]([CH2:10][CH2:11][CH2:12][CH2:13][CH2:14][CH2:15][CH2:16][CH2:17][CH2:18][CH2:19][CH2:20][CH3:21])[CH2:6][CH2:7][CH2:8][NH2:9]. (6) Given the reactants Cl.CN(C)CCCN=C=NCC.C(NC(C)C)(C)C.Cl.[NH:21]1[C:29]2[CH:28]=[CH:27][CH:26]=[C:25]([C:30]#[N:31])[C:24]=2[CH2:23][CH2:22]1.[N:32]1([C:38]2[N:39]=[C:40]([CH2:45][C:46]([O-])=[O:47])[NH:41][C:42](=[O:44])[CH:43]=2)[CH2:37][CH2:36][O:35][CH2:34][CH2:33]1.[Na+], predict the reaction product. The product is: [N:32]1([C:38]2[N:39]=[C:40]([CH2:45][C:46]([N:21]3[C:29]4[CH:28]=[CH:27][CH:26]=[C:25]([C:30]#[N:31])[C:24]=4[CH2:23][CH2:22]3)=[O:47])[NH:41][C:42](=[O:44])[CH:43]=2)[CH2:33][CH2:34][O:35][CH2:36][CH2:37]1. (7) The product is: [Br:1][C:2]1[CH:3]=[C:4]([C:8]2[CH:28]=[C:27]([C:23]3[CH:24]=[CH:25][CH:26]=[C:21]([Cl:20])[CH:22]=3)[CH:11]=[C:10]([C:12]3[CH:17]=[CH:16][CH:15]=[C:14]([Br:18])[CH:13]=3)[CH:9]=2)[CH:5]=[CH:6][CH:7]=1. Given the reactants [Br:1][C:2]1[CH:3]=[C:4]([C:8](=O)[CH:9]=[C:10]([C:12]2[CH:17]=[CH:16][CH:15]=[C:14]([Br:18])[CH:13]=2)[CH3:11])[CH:5]=[CH:6][CH:7]=1.[Cl:20][C:21]1[CH:22]=[C:23]([C:27](=O)[CH3:28])[CH:24]=[CH:25][CH:26]=1.C(O)C.[Si](Cl)(Cl)(Cl)Cl, predict the reaction product.